Dataset: Forward reaction prediction with 1.9M reactions from USPTO patents (1976-2016). Task: Predict the product of the given reaction. (1) Given the reactants C(OC(=O)[NH:7][C:8]1[CH:13]=[C:12]([O:14][C:15]2[CH:20]=[C:19]([F:21])[C:18]([NH:22][C:23]([N:25]3[CH2:29][CH2:28][N:27]([CH:30]4[CH2:35][CH2:34][O:33][CH2:32][CH2:31]4)[C:26]3=[O:36])=[O:24])=[CH:17][C:16]=2[Cl:37])[CH:11]=[CH:10][N:9]=1)(C)(C)C, predict the reaction product. The product is: [NH2:7][C:8]1[CH:13]=[C:12]([O:14][C:15]2[C:16]([Cl:37])=[CH:17][C:18]([NH:22][C:23]([N:25]3[CH2:29][CH2:28][N:27]([CH:30]4[CH2:31][CH2:32][O:33][CH2:34][CH2:35]4)[C:26]3=[O:36])=[O:24])=[C:19]([F:21])[CH:20]=2)[CH:11]=[CH:10][N:9]=1. (2) Given the reactants [NH2:1][C:2]([C:27]#[N:28])([CH3:26])[CH2:3][O:4][C:5]1[CH:6]=[C:7]([CH:10]=[CH:11][C:12]=1[O:13][C:14]1[CH:19]=[CH:18][C:17]([O:20][C:21]([F:24])([F:23])[F:22])=[CH:16][C:15]=1[Cl:25])[C:8]#[N:9].C(NC(C)C)(C)C.[F:36][C:37]([F:49])([F:48])[S:38][C:39]1[CH:47]=[CH:46][C:42]([C:43](Cl)=[O:44])=[CH:41][CH:40]=1, predict the reaction product. The product is: [C:27]([C:2]([NH:1][C:43](=[O:44])[C:42]1[CH:46]=[CH:47][C:39]([S:38][C:37]([F:49])([F:36])[F:48])=[CH:40][CH:41]=1)([CH3:26])[CH2:3][O:4][C:5]1[CH:6]=[C:7]([C:8]#[N:9])[CH:10]=[CH:11][C:12]=1[O:13][C:14]1[CH:19]=[CH:18][C:17]([O:20][C:21]([F:23])([F:24])[F:22])=[CH:16][C:15]=1[Cl:25])#[N:28]. (3) Given the reactants [NH:1]([C:8]([NH:18][C:19]1[CH:24]=[CH:23][CH:22]=[CH:21][CH:20]=1)=[CH:9][C:10]([C:12]1[CH:17]=[CH:16][CH:15]=[CH:14][CH:13]=1)=[O:11])[C:2]1[CH:7]=[CH:6][CH:5]=[CH:4][CH:3]=1.[C:25](O)(=[O:28])[C:26]#[CH:27].N1(C(N2C=CN=C2)=O)C=CN=C1, predict the reaction product. The product is: [NH:1]([C:8]1[N:18]([C:19]2[CH:24]=[CH:23][CH:22]=[CH:21][CH:20]=2)[C:25](=[O:28])[CH:26]=[CH:27][C:9]=1[C:10](=[O:11])[C:12]1[CH:13]=[CH:14][CH:15]=[CH:16][CH:17]=1)[C:2]1[CH:3]=[CH:4][CH:5]=[CH:6][CH:7]=1.